This data is from Forward reaction prediction with 1.9M reactions from USPTO patents (1976-2016). The task is: Predict the product of the given reaction. (1) Given the reactants [F:1][C:2]1[C:7]([F:8])=[C:6]([F:9])[C:5]([F:10])=[C:4]([F:11])[C:3]=1[NH:12][NH2:13].[OH:14][C:15]1[CH:22]=[C:21]([OH:23])[CH:20]=[CH:19][C:16]=1[CH:17]=O, predict the reaction product. The product is: [F:1][C:2]1[C:7]([F:8])=[C:6]([F:9])[C:5]([F:10])=[C:4]([F:11])[C:3]=1[NH:12][N:13]=[CH:17][C:16]1[CH:19]=[CH:20][C:21]([OH:23])=[CH:22][C:15]=1[OH:14]. (2) The product is: [C:1]1([C:7]2[C:16]3[C:11](=[CH:12][CH:13]=[CH:14][CH:15]=3)[N:10]=[C:9]([C:17]3([C:30]([O:32][CH3:33])=[O:31])[CH2:22][CH2:21][CH2:20][NH:19][CH2:18]3)[N:8]=2)[CH:6]=[CH:5][CH:4]=[CH:3][CH:2]=1. Given the reactants [C:1]1([C:7]2[C:16]3[C:11](=[CH:12][CH:13]=[CH:14][CH:15]=3)[N:10]=[C:9]([C:17]3([C:30]([O:32][CH3:33])=[O:31])[CH2:22][CH2:21][CH2:20][N:19](C(OC(C)(C)C)=O)[CH2:18]3)[N:8]=2)[CH:6]=[CH:5][CH:4]=[CH:3][CH:2]=1.CC(O)=O, predict the reaction product. (3) The product is: [S:22]1[C:23]2[CH:29]=[CH:28][CH:27]=[CH:26][C:24]=2[N:25]=[C:21]1[NH:2][C@H:3]1[CH2:6][C@H:5]([N:7]2[C:11]3=[N:12][CH:13]=[C:14]([F:16])[CH:15]=[C:10]3[C:9]([F:18])([F:17])[C:8]2=[O:19])[CH2:4]1. Given the reactants Cl.[NH2:2][C@H:3]1[CH2:6][C@H:5]([N:7]2[C:11]3=[N:12][CH:13]=[C:14]([F:16])[CH:15]=[C:10]3[C:9]([F:18])([F:17])[C:8]2=[O:19])[CH2:4]1.Cl[C:21]1[S:22][C:23]2[CH:29]=[CH:28][CH:27]=[CH:26][C:24]=2[N:25]=1.C(N(CC)C(C)C)(C)C, predict the reaction product. (4) Given the reactants C(=O)(O)[O-].[Na+].[CH2:6]([C:8]1[CH:9]=[C:10]2[C:15](=[CH:16][CH:17]=1)[NH:14][CH2:13][CH2:12][C:11]2=[O:18])[CH3:7].O.Cl[C:21]([O:23][CH2:24][C:25]1[CH:30]=[CH:29][CH:28]=[CH:27][CH:26]=1)=[O:22], predict the reaction product. The product is: [CH2:6]([C:8]1[CH:9]=[C:10]2[C:15](=[CH:16][CH:17]=1)[N:14]([C:21]([O:23][CH2:24][C:25]1[CH:30]=[CH:29][CH:28]=[CH:27][CH:26]=1)=[O:22])[CH2:13][CH2:12][C:11]2=[O:18])[CH3:7]. (5) Given the reactants [C:1]1([NH:7]N)[CH:6]=[CH:5][CH:4]=[CH:3][CH:2]=1.C[CH:10]([CH3:19])[CH2:11][C:12](=O)[C:13]([O:15][CH2:16][CH3:17])=[O:14].O.[CH3:21]COC(C)=O, predict the reaction product. The product is: [CH2:10]([C:11]1[C:6]2[C:1](=[CH:2][CH:3]=[CH:4][CH:5]=2)[NH:7][C:12]=1[C:13]([O:15][CH2:16][CH3:17])=[O:14])[CH2:19][CH3:21]. (6) Given the reactants [F:1][CH:2]([F:10])[CH:3]1[CH2:6][CH:5]([C:7]([OH:9])=O)[CH2:4]1.CN(C(ON1N=NC2C=CC=NC1=2)=[N+](C)C)C.F[P-](F)(F)(F)(F)F.C(N(C(C)C)C(C)C)C.[F:44][C:45]1[CH:46]=[C:47]([CH2:62][N:63]2[CH2:68][CH2:67][NH:66][C@@H:65]([CH3:69])[CH2:64]2)[C:48]([CH3:61])=[C:49]([NH:51][C:52](=[O:60])[C:53]2[CH:58]=[CH:57][C:56]([CH3:59])=[N:55][CH:54]=2)[CH:50]=1, predict the reaction product. The product is: [F:10][CH:2]([F:1])[CH:3]1[CH2:4][CH:5]([C:7]([N:66]2[CH2:67][CH2:68][N:63]([CH2:62][C:47]3[C:48]([CH3:61])=[C:49]([NH:51][C:52](=[O:60])[C:53]4[CH:58]=[CH:57][C:56]([CH3:59])=[N:55][CH:54]=4)[CH:50]=[C:45]([F:44])[CH:46]=3)[CH2:64][C@@H:65]2[CH3:69])=[O:9])[CH2:6]1. (7) Given the reactants [CH3:1][C:2]1[CH:7]=[C:6]([C:8]([F:11])([F:10])[F:9])[N:5]=[CH:4][C:3]=1[NH2:12].[N:13]([O-])=O.[Na+], predict the reaction product. The product is: [F:10][C:8]([F:11])([F:9])[C:6]1[CH:7]=[C:2]2[CH:1]=[N:13][NH:12][C:3]2=[CH:4][N:5]=1. (8) Given the reactants [CH2:1]([C:3]1[S:4][CH:5]=[C:6](/[CH:8]=[CH:9]/[C:10]2[C:11]([O:21]COC)=[N:12][N:13]([C:15]3[CH:20]=[CH:19][CH:18]=[CH:17][CH:16]=3)[CH:14]=2)[N:7]=1)[CH3:2].Cl, predict the reaction product. The product is: [CH2:1]([C:3]1[S:4][CH:5]=[C:6](/[CH:8]=[CH:9]/[C:10]2[C:11]([OH:21])=[N:12][N:13]([C:15]3[CH:20]=[CH:19][CH:18]=[CH:17][CH:16]=3)[CH:14]=2)[N:7]=1)[CH3:2]. (9) Given the reactants Cl.Cl.[NH:3]1[CH2:8][CH2:7][CH:6]([O:9][C:10]2[CH:25]=[CH:24][C:13]([O:14][CH2:15][CH2:16][CH2:17][N:18]3[CH2:23][CH2:22][CH2:21][CH2:20][CH2:19]3)=[CH:12][CH:11]=2)[CH2:5][CH2:4]1.[Cl:26]CCl.[C:29](Cl)(=[O:31])[CH3:30], predict the reaction product. The product is: [ClH:26].[N:18]1([CH2:17][CH2:16][CH2:15][O:14][C:13]2[CH:12]=[CH:11][C:10]([O:9][CH:6]3[CH2:5][CH2:4][N:3]([C:29](=[O:31])[CH3:30])[CH2:8][CH2:7]3)=[CH:25][CH:24]=2)[CH2:23][CH2:22][CH2:21][CH2:20][CH2:19]1.